Dataset: Experimental lipophilicity measurements (octanol/water distribution) for 4,200 compounds from AstraZeneca. Task: Regression/Classification. Given a drug SMILES string, predict its absorption, distribution, metabolism, or excretion properties. Task type varies by dataset: regression for continuous measurements (e.g., permeability, clearance, half-life) or binary classification for categorical outcomes (e.g., BBB penetration, CYP inhibition). For this dataset (lipophilicity_astrazeneca), we predict Y. The molecule is COc1cc2c(Nc3cc(CC(=O)Nc4cccc(F)c4F)[nH]n3)ncnc2cc1OCCCN(CCO)CC(C)C. The Y is 3.61 logD.